Dataset: Catalyst prediction with 721,799 reactions and 888 catalyst types from USPTO. Task: Predict which catalyst facilitates the given reaction. (1) Reactant: [F:1][C:2]1[CH:40]=[CH:39][C:5]([C:6]([NH:8][C@:9]([C:31]2[CH:36]=[CH:35][C:34]([F:37])=[C:33]([OH:38])[CH:32]=2)([C:17]2[CH:22]=[C:21]([O:23][C:24]([F:29])([F:28])[CH:25]([F:27])[F:26])[CH:20]=[C:19]([F:30])[CH:18]=2)[CH2:10][C:11]2[CH:16]=[CH:15][CH:14]=[CH:13][CH:12]=2)=[O:7])=[CH:4][C:3]=1[C:41]([F:44])([F:43])[F:42].C([O-])([O-])=O.[Na+].[Na+].[C:51](OC=C)(=O)[CH3:52]. Product: [F:1][C:2]1[CH:40]=[CH:39][C:5]([C:6]([NH:8][C@:9]([C:31]2[CH:36]=[CH:35][C:34]([F:37])=[C:33]([O:38][CH:51]=[CH2:52])[CH:32]=2)([C:17]2[CH:22]=[C:21]([O:23][C:24]([F:28])([F:29])[CH:25]([F:27])[F:26])[CH:20]=[C:19]([F:30])[CH:18]=2)[CH2:10][C:11]2[CH:16]=[CH:15][CH:14]=[CH:13][CH:12]=2)=[O:7])=[CH:4][C:3]=1[C:41]([F:44])([F:43])[F:42]. The catalyst class is: 11. (2) Reactant: [CH3:1][NH:2][C:3]([C:5]1([NH:11]C(=O)OC(C)(C)C)[CH2:10][CH2:9][O:8][CH2:7][CH2:6]1)=[O:4].FC(F)(F)C(O)=O. Product: [NH2:11][C:5]1([C:3]([NH:2][CH3:1])=[O:4])[CH2:6][CH2:7][O:8][CH2:9][CH2:10]1. The catalyst class is: 2. (3) Reactant: CC1(C)C(C)(C)OB([C:9]2[CH:17]=[C:16]([C:18]([F:21])([F:20])[F:19])[CH:15]=[C:14]3[C:10]=2[CH:11]=[N:12][NH:13]3)O1.I[C:24]1[CH:25]=[CH:26][C:27]([NH2:31])=[N:28][C:29]=1[CH3:30].[C:32](=[O:35])([O-])[O-:33].[Na+].[Na+]. Product: [C:32]([OH:33])([C:18]([F:21])([F:20])[F:19])=[O:35].[CH3:30][C:29]1[N:28]=[C:27]([NH2:31])[CH:26]=[CH:25][C:24]=1[C:9]1[CH:17]=[C:16]([C:18]([F:19])([F:20])[F:21])[CH:15]=[C:14]2[C:10]=1[CH:11]=[N:12][NH:13]2. The catalyst class is: 75. (4) Reactant: Br[CH2:2][C:3]1[CH:8]=[CH:7][CH:6]=[C:5]([O:9][CH:10]([CH3:12])[CH3:11])[CH:4]=1.[F:13][C:14]1[CH:15]=[C:16]([N:20]2[C@@:24]3([CH2:29][CH2:28][NH:27][C@@H:26]([CH3:30])[CH2:25]3)[CH2:23][NH:22][S:21]2(=[O:32])=[O:31])[CH:17]=[CH:18][CH:19]=1.C(=O)([O-])[O-].[Cs+].[Cs+]. The catalyst class is: 18. Product: [F:13][C:14]1[CH:15]=[C:16]([N:20]2[C@@:24]3([CH2:29][CH2:28][N:27]([CH2:2][C:3]4[CH:8]=[CH:7][CH:6]=[C:5]([O:9][CH:10]([CH3:12])[CH3:11])[CH:4]=4)[C@@H:26]([CH3:30])[CH2:25]3)[CH2:23][NH:22][S:21]2(=[O:32])=[O:31])[CH:17]=[CH:18][CH:19]=1. (5) Reactant: [I-].C[N+]1C=C[N:5]([C:8](=[O:30])/[N:9]=[C:10]2\[S:11][C:12]([CH3:29])=[CH:13][N:14]\2[C:15]2[CH:28]=[CH:27][C:18]3[O:19][C:20]([F:26])([F:25])[C:21]([F:24])([F:23])[O:22][C:17]=3[CH:16]=2)[CH:4]=1.[F:31][C:32]1[CH:33]=[CH:34][C:35]([O:41][C:42]2[CH:47]=[CH:46][CH:45]=[CH:44][CH:43]=2)=[C:36](CNC)[CH:37]=1.[CH3:48]CN(C(C)C)C(C)C. Product: [F:31][C:32]1[CH:33]=[CH:34][C:35]([O:41][C:42]2[CH:43]=[CH:44][CH:45]=[CH:46][CH:47]=2)=[C:36]([CH:37]=1)[CH2:4][N:5]([CH3:48])[C:8](/[N:9]=[C:10]1\[S:11][C:12]([CH3:29])=[CH:13][N:14]\1[C:15]1[CH:28]=[CH:27][C:18]2[O:19][C:20]([F:26])([F:25])[C:21]([F:23])([F:24])[O:22][C:17]=2[CH:16]=1)=[O:30]. The catalyst class is: 291. (6) Reactant: [CH3:1][O:2][C:3](=[O:27])[C:4]1[CH:9]=[CH:8][C:7]([NH:10][C@@H:11]2[CH2:16][CH2:15][CH2:14][CH2:13][C@H:12]2[CH3:17])=[C:6]([NH:18][C:19](=O)[CH2:20][C:21]2[S:25][CH:24]=[N:23][CH:22]=2)[CH:5]=1.Cl. Product: [CH3:1][O:2][C:3]([C:4]1[CH:9]=[CH:8][C:7]2[N:10]([C@@H:11]3[CH2:16][CH2:15][CH2:14][CH2:13][C@H:12]3[CH3:17])[C:19]([CH2:20][C:21]3[S:25][CH:24]=[N:23][CH:22]=3)=[N:18][C:6]=2[CH:5]=1)=[O:27]. The catalyst class is: 12. (7) Reactant: Cl.[CH3:2][C@H:3]1[C:11]2[C:10]([N:12]3[C:25]4[C:20](=[C:21]([C@H:26]5[CH2:30][CH2:29][CH2:28][N:27]5C(OC(C)(C)C)=O)[CH:22]=[CH:23][CH:24]=4)[C:14]4([CH2:19][CH2:18][NH:17][CH2:16][CH2:15]4)[CH2:13]3)=[N:9][CH:8]=[N:7][C:6]=2[CH2:5][CH2:4]1. Product: [CH3:2][C@H:3]1[C:11]2[C:10]([N:12]3[C:25]4[C:20](=[C:21]([C@H:26]5[CH2:30][CH2:29][CH2:28][NH:27]5)[CH:22]=[CH:23][CH:24]=4)[C:14]4([CH2:15][CH2:16][NH:17][CH2:18][CH2:19]4)[CH2:13]3)=[N:9][CH:8]=[N:7][C:6]=2[CH2:5][CH2:4]1. The catalyst class is: 258.